Dataset: Full USPTO retrosynthesis dataset with 1.9M reactions from patents (1976-2016). Task: Predict the reactants needed to synthesize the given product. Given the product [N:1]1[CH:6]=[CH:5][CH:4]=[CH:3][C:2]=1[C:7]1[N:11]=[C:10]([C:12]2[CH:17]=[C:16]([O:18][CH2:28][CH2:21][OH:24])[CH:15]=[C:14]([C:19]#[N:20])[CH:13]=2)[O:9][N:8]=1, predict the reactants needed to synthesize it. The reactants are: [N:1]1[CH:6]=[CH:5][CH:4]=[CH:3][C:2]=1[C:7]1[N:11]=[C:10]([C:12]2[CH:17]=[C:16]([OH:18])[CH:15]=[C:14]([C:19]#[N:20])[CH:13]=2)[O:9][N:8]=1.[C:21](=[O:24])([O-])[O-].[K+].[K+].Br[CH2:28]C.